From a dataset of Forward reaction prediction with 1.9M reactions from USPTO patents (1976-2016). Predict the product of the given reaction. (1) Given the reactants C([O:3][C:4]([C:6]1[N:10]2[N:11]=[C:12]([NH:16][CH2:17][C:18]3[CH:23]=[CH:22][C:21]([O:24][CH3:25])=[CH:20][CH:19]=3)[CH:13]=[C:14]([CH3:15])[C:9]2=[N:8][CH:7]=1)=[O:5])C.[OH-].[K+], predict the reaction product. The product is: [CH3:25][O:24][C:21]1[CH:20]=[CH:19][C:18]([CH2:17][NH:16][C:12]2[CH:13]=[C:14]([CH3:15])[C:9]3[N:10]([C:6]([C:4]([OH:5])=[O:3])=[CH:7][N:8]=3)[N:11]=2)=[CH:23][CH:22]=1. (2) Given the reactants I[C:2]1[CH:9]=[CH:8][C:5]([C:6]#[N:7])=[CH:4][CH:3]=1.C([Mg]Cl)(C)C.[CH3:15][C:16]1[CH:17]=[C:18]([CH:22]=[O:23])[S:19][C:20]=1[CH3:21].[Cl-].[NH4+], predict the reaction product. The product is: [CH3:15][C:16]1[CH:17]=[C:18]([CH:22]([C:2]2[CH:9]=[CH:8][C:5]([C:6]#[N:7])=[CH:4][CH:3]=2)[OH:23])[S:19][C:20]=1[CH3:21]. (3) Given the reactants [H-].[Na+].[C:3]([O:11][CH2:12][CH3:13])(=[O:10])[CH2:4][C:5]([O:7][CH2:8][CH3:9])=[O:6].Cl[C:15]1[C:20]([C:21]([F:24])([F:23])[F:22])=[CH:19][CH:18]=[CH:17][N:16]=1.Cl, predict the reaction product. The product is: [F:22][C:21]([F:24])([F:23])[C:20]1[C:15]([CH:4]([C:5]([O:7][CH2:8][CH3:9])=[O:6])[C:3]([O:11][CH2:12][CH3:13])=[O:10])=[N:16][CH:17]=[CH:18][CH:19]=1. (4) Given the reactants [CH3:1][C:2]1[CH:26]=[CH:25][C:5]2[NH:6][C:7]3[CH:24]=[CH:23][CH:22]=[CH:21][C:8]=3[N:9]=[C:10]([N:11]3[CH2:16][CH2:15][NH:14][C@@H:13]([CH2:17][CH2:18][O:19][CH3:20])[CH2:12]3)[C:4]=2[CH:3]=1.C=O.[C:29](O[BH-](OC(=O)C)OC(=O)C)(=O)C.[Na+], predict the reaction product. The product is: [CH3:1][C:2]1[CH:26]=[CH:25][C:5]2[NH:6][C:7]3[CH:24]=[CH:23][CH:22]=[CH:21][C:8]=3[N:9]=[C:10]([N:11]3[CH2:16][CH2:15][N:14]([CH3:29])[C@@H:13]([CH2:17][CH2:18][O:19][CH3:20])[CH2:12]3)[C:4]=2[CH:3]=1. (5) Given the reactants [C:1]([O:5][C:6](=[O:32])[N:7]([C@H:11]1[CH2:19][CH2:18][CH2:17][C@H:16]([CH2:20][C:21]2[CH:26]=[CH:25][C:24]([O:27][CH3:28])=[CH:23][CH:22]=2)[C@@H:15]([OH:29])[C@H:14]([CH3:30])[O:13][C:12]1=[O:31])[CH2:8][O:9][CH3:10])([CH3:4])([CH3:3])[CH3:2].[CH3:33][C:34](=[O:37])[C:35]#[CH:36], predict the reaction product. The product is: [C:1]([O:5][C:6](=[O:32])[N:7]([C@H:11]1[CH2:19][CH2:18][CH2:17][C@H:16]([CH2:20][C:21]2[CH:26]=[CH:25][C:24]([O:27][CH3:28])=[CH:23][CH:22]=2)[C@@H:15]([O:29][CH:36]=[CH:35][C:34](=[O:37])[CH3:33])[C@H:14]([CH3:30])[O:13][C:12]1=[O:31])[CH2:8][O:9][CH3:10])([CH3:2])([CH3:4])[CH3:3]. (6) Given the reactants [F:1][C:2]([F:9])([F:8])[CH2:3][CH2:4][C:5](O)=[O:6].C(Cl)(=O)C(Cl)=O.C[N:17](C=O)C.N, predict the reaction product. The product is: [F:1][C:2]([F:9])([F:8])[CH2:3][CH2:4][C:5]([NH2:17])=[O:6]. (7) Given the reactants COC[C@@H](OC1C=C([C:24]2[NH:28][N:27]=[C:26]([OH:29])[CH:25]=2)C=C(OC2C=CC(S(C)(=O)=O)=CC=2)C=1)C.[CH3:30][C:31]1[C:32]([CH2:37][O:38][C:39]2[CH:40]=[C:41]([CH:45]=[C:46]([O:48][C:49]3[CH:54]=[CH:53][C:52]([S:55]([CH3:58])(=[O:57])=[O:56])=[CH:51][CH:50]=3)[CH:47]=2)C(O)=O)=[N:33][CH:34]=[CH:35][CH:36]=1, predict the reaction product. The product is: [CH3:30][C:31]1[C:32]([CH2:37][O:38][C:39]2[CH:40]=[C:41]([C:24]3[NH:28][N:27]=[C:26]([OH:29])[CH:25]=3)[CH:45]=[C:46]([O:48][C:49]3[CH:50]=[CH:51][C:52]([S:55]([CH3:58])(=[O:56])=[O:57])=[CH:53][CH:54]=3)[CH:47]=2)=[N:33][CH:34]=[CH:35][CH:36]=1. (8) Given the reactants [O:1]([C:8]1[CH:28]=[CH:27][C:11]([O:12][C:13]2[C:14]3[N:21]([C@@H:22]4[CH2:26][CH2:25][NH:24][CH2:23]4)[CH:20]=[CH:19][C:15]=3[N:16]=[CH:17][N:18]=2)=[CH:10][CH:9]=1)[C:2]1[CH:7]=[CH:6][CH:5]=[CH:4][CH:3]=1.C(=O)(O)[O-].[Na+].[C:34](Br)#[N:35], predict the reaction product. The product is: [O:1]([C:8]1[CH:28]=[CH:27][C:11]([O:12][C:13]2[C:14]3[N:21]([CH:22]4[CH2:26][CH2:25][N:24]([C:34]#[N:35])[CH2:23]4)[CH:20]=[CH:19][C:15]=3[N:16]=[CH:17][N:18]=2)=[CH:10][CH:9]=1)[C:2]1[CH:7]=[CH:6][CH:5]=[CH:4][CH:3]=1.